Predict which catalyst facilitates the given reaction. From a dataset of Catalyst prediction with 721,799 reactions and 888 catalyst types from USPTO. Reactant: [N:1]([C:4]1[N:5]=[C:6]([N:15]2[CH2:20][CH2:19][N:18]([C:21]([C:23]3[CH:28]=[CH:27][C:26]([C:29]4[CH:34]=[CH:33][CH:32]=[CH:31][CH:30]=4)=[CH:25][CH:24]=3)=[O:22])[CH2:17][CH2:16]2)[C:7]2[CH:12]=[C:11]([CH2:13][CH3:14])[S:10][C:8]=2[N:9]=1)=[N+]=[N-].CP(C)C.CO. Product: [C:26]1([C:29]2[CH:34]=[CH:33][CH:32]=[CH:31][CH:30]=2)[CH:27]=[CH:28][C:23]([C:21]([N:18]2[CH2:17][CH2:16][N:15]([C:6]3[C:7]4[CH:12]=[C:11]([CH2:13][CH3:14])[S:10][C:8]=4[N:9]=[C:4]([NH2:1])[N:5]=3)[CH2:20][CH2:19]2)=[O:22])=[CH:24][CH:25]=1. The catalyst class is: 1.